The task is: Predict the reactants needed to synthesize the given product.. This data is from Full USPTO retrosynthesis dataset with 1.9M reactions from patents (1976-2016). (1) Given the product [F:1][CH2:2][CH2:3][N:4]1[CH:8]=[C:7]([C:9]2[CH:10]=[CH:11][N:12]=[CH:13][CH:14]=2)[C:6]([C:15]2[CH:20]=[CH:19][C:18]([O:21][CH2:29][C:30]3[O:31][C:32]4[CH:38]=[CH:37][CH:36]=[CH:35][C:33]=4[N:34]=3)=[CH:17][CH:16]=2)=[N:5]1, predict the reactants needed to synthesize it. The reactants are: [F:1][CH2:2][CH2:3][N:4]1[CH:8]=[C:7]([C:9]2[CH:14]=[CH:13][N:12]=[CH:11][CH:10]=2)[C:6]([C:15]2[CH:20]=[CH:19][C:18]([OH:21])=[CH:17][CH:16]=2)=[N:5]1.C(=O)([O-])[O-].[Cs+].[Cs+].Cl[CH2:29][C:30]1[O:31][C:32]2[CH:38]=[CH:37][CH:36]=[CH:35][C:33]=2[N:34]=1. (2) Given the product [C:1]([C:3]1[CH:4]=[C:5]2[C:10](=[CH:11][CH:12]=1)[N:9]([C:37](=[O:41])[CH:38]([CH3:40])[CH3:39])[C@@H:8]([CH:13]1[CH2:15][CH2:14]1)[C@H:7]([CH3:16])[C@H:6]2[NH:17][C:18](=[O:27])[O:19][CH2:20][C:21]1[CH:26]=[CH:25][CH:24]=[CH:23][CH:22]=1)#[N:2], predict the reactants needed to synthesize it. The reactants are: [C:1]([C:3]1[CH:4]=[C:5]2[C:10](=[CH:11][CH:12]=1)[NH:9][C@@H:8]([CH:13]1[CH2:15][CH2:14]1)[C@H:7]([CH3:16])[C@H:6]2[NH:17][C:18](=[O:27])[O:19][CH2:20][C:21]1[CH:26]=[CH:25][CH:24]=[CH:23][CH:22]=1)#[N:2].CCN(C(C)C)C(C)C.[C:37](Cl)(=[O:41])[CH:38]([CH3:40])[CH3:39].C(#N)C. (3) Given the product [N:14]12[CH2:19][CH2:18][CH:17]([CH2:20][CH2:21]1)[CH:16]([CH2:22][C:23]([NH:13][C:10]1([C:6]3[CH:7]=[CH:8][CH:9]=[C:4]([CH:1]([CH3:3])[CH3:2])[CH:5]=3)[CH2:12][CH2:11]1)=[O:24])[CH2:15]2, predict the reactants needed to synthesize it. The reactants are: [CH:1]([C:4]1[CH:5]=[C:6]([C:10]2([NH2:13])[CH2:12][CH2:11]2)[CH:7]=[CH:8][CH:9]=1)([CH3:3])[CH3:2].[N:14]12[CH2:21][CH2:20][CH:17]([CH2:18][CH2:19]1)[CH:16]([CH2:22][C:23](O)=[O:24])[CH2:15]2. (4) The reactants are: [C:1]([O-:4])(=O)[CH3:2].[K+].[C:6]12(P[C:6]34[CH2:15]C5C[CH:12]([CH2:14][CH:8](C5)[CH2:7]3)[CH2:13]4)[CH2:15]C3C[CH:12]([CH2:14][CH:8](C3)[CH2:7]1)[CH2:13]2.ClC1C=CC(C)=CC=1.C(OC(=O)C=C)CCC. Given the product [C:6]1([CH3:15])[CH:13]=[CH:12][CH:14]=[CH:8][C:7]=1[C:1]([CH3:2])=[O:4], predict the reactants needed to synthesize it. (5) Given the product [CH3:13][O:12][C:9]1[N:10]=[C:11]2[C:6](=[CH:7][CH:8]=1)[N:5]=[CH:4][CH:3]=[C:2]2[N:22]1[CH:21]=[C:20]2[C:25]([CH2:24][CH2:23][CH:18]([NH2:17])[CH2:19]2)=[N:32]1, predict the reactants needed to synthesize it. The reactants are: Br[C:2]1[CH:3]=[CH:4][N:5]=[C:6]2[C:11]=1[N:10]=[C:9]([O:12][CH3:13])[CH:8]=[CH:7]2.COC1[N:17]=[C:18]2[C:23](=[CH:24][CH:25]=1)[N:22]=[CH:21][CH:20]=[C:19]2O.P(Br)(Br)Br.C[N:32](C=O)C. (6) Given the product [C:29]([CH:31]1[CH2:36][CH2:35][N:34]([CH:16]2[CH2:21][CH2:20][N:19]([C:22]([O:24][C:25]([CH3:28])([CH3:27])[CH3:26])=[O:23])[CH2:18][CH2:17]2)[CH2:33][CH2:32]1)#[N:30], predict the reactants needed to synthesize it. The reactants are: [BH-](OC(C)=O)(OC(C)=O)OC(C)=O.[Na+].O=[C:16]1[CH2:21][CH2:20][N:19]([C:22]([O:24][C:25]([CH3:28])([CH3:27])[CH3:26])=[O:23])[CH2:18][CH2:17]1.[C:29]([CH:31]1[CH2:36][CH2:35][NH:34][CH2:33][CH2:32]1)#[N:30].CC(O)=O.C(O)(=O)CC(CC(O)=O)(C(O)=O)O. (7) Given the product [CH3:1][O:2][C:3]1[CH:8]=[CH:7][C:6]([O:23][C:20]2[CH:19]=[CH:18][C:17]([C:13]3[O:12][CH:16]=[N:15][N:14]=3)=[CH:22][CH:21]=2)=[CH:5][CH:4]=1, predict the reactants needed to synthesize it. The reactants are: [CH3:1][O:2][C:3]1[CH:8]=[CH:7][C:6](B(O)O)=[CH:5][CH:4]=1.[O:12]1[CH:16]=[N:15][N:14]=[C:13]1[C:17]1[CH:22]=[CH:21][C:20]([OH:23])=[CH:19][CH:18]=1.C(N(CC)CC)C.O=O.